Dataset: Retrosynthesis with 50K atom-mapped reactions and 10 reaction types from USPTO. Task: Predict the reactants needed to synthesize the given product. (1) Given the product C[Si](C)(C)C#Cc1ccc(N2CCN(S(C)(=O)=O)CC2)cc1, predict the reactants needed to synthesize it. The reactants are: C#C[Si](C)(C)C.CS(=O)(=O)N1CCN(c2ccc(Br)cc2)CC1. (2) Given the product CC(=O)N1CCc2cc(OCc3cccc(Cl)c3)ccc2CC1=O, predict the reactants needed to synthesize it. The reactants are: CC(=O)[O-].O=C1Cc2ccc(OCc3cccc(Cl)c3)cc2CCN1. (3) Given the product CCOC(=O)c1ccc(Cn2cnc3ccccc32)cc1, predict the reactants needed to synthesize it. The reactants are: CCOC(=O)c1ccc(CBr)cc1.c1ccc2[nH]cnc2c1. (4) Given the product COC(=O)c1sc2ncc(Br)cc2c1OCC(=O)OC(C)(C)C, predict the reactants needed to synthesize it. The reactants are: CC(C)(C)OC(=O)CBr.COC(=O)c1sc2ncc(Br)cc2c1O. (5) Given the product COC(=O)C(C)c1ccc(COCCO)nc1, predict the reactants needed to synthesize it. The reactants are: COC(=O)C(C)c1ccc(COCCO[Si](C)(C)C(C)(C)C)nc1. (6) Given the product COCC[C@@H](COC)Nc1cc(C)nc(Cl)c1N, predict the reactants needed to synthesize it. The reactants are: COCCC(COC)Nc1cc(C)nc(Cl)c1[N+](=O)[O-]. (7) The reactants are: CC(C)(C)OC(=O)Nc1cc(N)ccc1F.O=CO. Given the product CC(C)(C)OC(=O)Nc1cc(NC=O)ccc1F, predict the reactants needed to synthesize it.